From a dataset of NCI-60 drug combinations with 297,098 pairs across 59 cell lines. Regression. Given two drug SMILES strings and cell line genomic features, predict the synergy score measuring deviation from expected non-interaction effect. (1) Drug 1: C1C(C(OC1N2C=C(C(=O)NC2=O)F)CO)O. Drug 2: CC1=C(C=C(C=C1)C(=O)NC2=CC(=CC(=C2)C(F)(F)F)N3C=C(N=C3)C)NC4=NC=CC(=N4)C5=CN=CC=C5. Cell line: HL-60(TB). Synergy scores: CSS=-2.38, Synergy_ZIP=1.99, Synergy_Bliss=8.23, Synergy_Loewe=-15.3, Synergy_HSA=-6.02. (2) Drug 1: C1=CC(=CC=C1CCCC(=O)O)N(CCCl)CCCl. Drug 2: C1=NC(=NC(=O)N1C2C(C(C(O2)CO)O)O)N. Cell line: K-562. Synergy scores: CSS=37.0, Synergy_ZIP=-8.93, Synergy_Bliss=-11.7, Synergy_Loewe=-9.28, Synergy_HSA=-6.22. (3) Drug 1: C1CN(CCN1C(=O)CCBr)C(=O)CCBr. Drug 2: C1CC(=O)NC(=O)C1N2C(=O)C3=CC=CC=C3C2=O. Cell line: SW-620. Synergy scores: CSS=27.5, Synergy_ZIP=-9.01, Synergy_Bliss=-1.56, Synergy_Loewe=-2.61, Synergy_HSA=-0.0836. (4) Drug 1: CC1OCC2C(O1)C(C(C(O2)OC3C4COC(=O)C4C(C5=CC6=C(C=C35)OCO6)C7=CC(=C(C(=C7)OC)O)OC)O)O. Drug 2: CCC(=C(C1=CC=CC=C1)C2=CC=C(C=C2)OCCN(C)C)C3=CC=CC=C3.C(C(=O)O)C(CC(=O)O)(C(=O)O)O. Cell line: OVCAR-5. Synergy scores: CSS=10.1, Synergy_ZIP=-3.95, Synergy_Bliss=-1.11, Synergy_Loewe=-2.11, Synergy_HSA=-0.574. (5) Drug 1: C1CN1C2=NC(=NC(=N2)N3CC3)N4CC4. Drug 2: C1CCC(CC1)NC(=O)N(CCCl)N=O. Cell line: UACC62. Synergy scores: CSS=46.0, Synergy_ZIP=-8.13, Synergy_Bliss=-5.12, Synergy_Loewe=-20.5, Synergy_HSA=-0.716. (6) Drug 1: CC(C1=C(C=CC(=C1Cl)F)Cl)OC2=C(N=CC(=C2)C3=CN(N=C3)C4CCNCC4)N. Drug 2: C1CCC(C1)C(CC#N)N2C=C(C=N2)C3=C4C=CNC4=NC=N3. Cell line: KM12. Synergy scores: CSS=49.6, Synergy_ZIP=-0.0761, Synergy_Bliss=-0.0623, Synergy_Loewe=-1.98, Synergy_HSA=3.46. (7) Cell line: BT-549. Synergy scores: CSS=3.50, Synergy_ZIP=-1.61, Synergy_Bliss=-0.414, Synergy_Loewe=-1.84, Synergy_HSA=-0.719. Drug 1: CCC(=C(C1=CC=CC=C1)C2=CC=C(C=C2)OCCN(C)C)C3=CC=CC=C3.C(C(=O)O)C(CC(=O)O)(C(=O)O)O. Drug 2: C1CC(=O)NC(=O)C1N2C(=O)C3=CC=CC=C3C2=O.